From a dataset of Forward reaction prediction with 1.9M reactions from USPTO patents (1976-2016). Predict the product of the given reaction. (1) Given the reactants [OH-].[Na+].[OH:3][C:4]1[CH:9]=[CH:8][C:7]([C:10](=[O:15])[CH2:11][CH2:12][CH2:13]Cl)=[CH:6][CH:5]=1.C(O)(=O)C, predict the reaction product. The product is: [CH:11]1([C:10]([C:7]2[CH:8]=[CH:9][C:4]([OH:3])=[CH:5][CH:6]=2)=[O:15])[CH2:13][CH2:12]1. (2) Given the reactants C([O:3][C:4]([C:6]1[N:7]([CH3:17])[N:8]=[C:9]([C:13]([CH3:16])([CH3:15])[CH3:14])[C:10]=1[C:11]#[N:12])=[O:5])C.[OH-].[Na+], predict the reaction product. The product is: [C:13]([C:9]1[C:10]([C:11]#[N:12])=[C:6]([C:4]([OH:5])=[O:3])[N:7]([CH3:17])[N:8]=1)([CH3:16])([CH3:14])[CH3:15].